This data is from Forward reaction prediction with 1.9M reactions from USPTO patents (1976-2016). The task is: Predict the product of the given reaction. (1) Given the reactants [C:1]1([OH:7])[CH:6]=[CH:5][CH:4]=[CH:3][CH:2]=1.[F:8][CH:9]([CH2:23][CH2:24][N:25]1[CH:30]=[CH:29][C:28]([CH2:31]O)=[CH:27][C:26]1=[O:33])[CH2:10][N:11]1[CH:15]=[C:14]([C:16]([O:18][C:19]([CH3:22])([CH3:21])[CH3:20])=[O:17])[N:13]=[N:12]1.N(C(OC(C)(C)C)=O)NC(OC(C)(C)C)=O.C1(P(C2C=CC=CC=2)C2C=CC=CC=2)C=CC=CC=1, predict the reaction product. The product is: [F:8][CH:9]([CH2:23][CH2:24][N:25]1[CH:30]=[CH:29][C:28]([CH2:31][O:7][C:1]2[CH:6]=[CH:5][CH:4]=[CH:3][CH:2]=2)=[CH:27][C:26]1=[O:33])[CH2:10][N:11]1[CH:15]=[C:14]([C:16]([O:18][C:19]([CH3:20])([CH3:22])[CH3:21])=[O:17])[N:13]=[N:12]1. (2) Given the reactants F[C:2]1[C:10]([N+:11]([O-:13])=[O:12])=[CH:9][C:5]([C:6]([OH:8])=[O:7])=[C:4]([CH3:14])[CH:3]=1.C(=O)([O-])[O-].[K+].[K+].Cl.Cl.[C:23]1([CH3:35])[CH:28]=[CH:27][CH:26]=[CH:25][C:24]=1[N:29]1[CH2:34][CH2:33][NH:32][CH2:31][CH2:30]1.Cl, predict the reaction product. The product is: [CH3:14][C:4]1[CH:3]=[C:2]([N:32]2[CH2:33][CH2:34][N:29]([C:24]3[CH:25]=[CH:26][CH:27]=[CH:28][C:23]=3[CH3:35])[CH2:30][CH2:31]2)[C:10]([N+:11]([O-:13])=[O:12])=[CH:9][C:5]=1[C:6]([OH:8])=[O:7].